Dataset: Full USPTO retrosynthesis dataset with 1.9M reactions from patents (1976-2016). Task: Predict the reactants needed to synthesize the given product. (1) Given the product [NH2:1][C@@H:3]([CH2:6][CH:7]1[CH2:12][CH2:11][CH2:10][O:9][CH2:8]1)[CH2:4][OH:5], predict the reactants needed to synthesize it. The reactants are: [NH:1]([C@@H:3]([CH2:6][CH:7]1[CH2:12][CH2:11][CH2:10][O:9][CH2:8]1)[CH2:4][OH:5])N. (2) Given the product [C:1]([O:5][C:6]([N:8]1[C:16]2[C:11](=[C:12]([NH2:17])[CH:13]=[CH:14][CH:15]=2)[CH:10]=[CH:9]1)=[O:7])([CH3:4])([CH3:2])[CH3:3], predict the reactants needed to synthesize it. The reactants are: [C:1]([O:5][C:6]([N:8]1[C:16]2[C:11](=[C:12]([N+:17]([O-])=O)[CH:13]=[CH:14][CH:15]=2)[CH:10]=[CH:9]1)=[O:7])([CH3:4])([CH3:3])[CH3:2].CC1C=C2N=C3C(=NC(NC3=O)=O)N(C[C@H](O)[C@H](O)[C@H](O)CO)C2=CC=1C.[H][H].CC(/C=C/N1C2C(=CC=CC=2)C=C1)CCCC(O)(C)C. (3) Given the product [Cl:1][C:2]1[CH:3]=[C:4]([C:5]2[O:6][CH:40]=[N:8][N:7]=2)[CH:9]=[CH:10][C:11]=1[C:12]1[C:35](=[O:36])[N:34]([CH2:37][CH3:38])[C:15]2[N:16]=[C:17]([NH:20][C:21]3[CH:22]=[CH:23][C:24]([N:27]4[CH2:28][CH2:29][N:30]([CH3:33])[CH2:31][CH2:32]4)=[CH:25][CH:26]=3)[N:18]=[CH:19][C:14]=2[CH:13]=1, predict the reactants needed to synthesize it. The reactants are: [Cl:1][C:2]1[CH:3]=[C:4]([CH:9]=[CH:10][C:11]=1[C:12]1[C:35](=[O:36])[N:34]([CH2:37][CH3:38])[C:15]2[N:16]=[C:17]([NH:20][C:21]3[CH:26]=[CH:25][C:24]([N:27]4[CH2:32][CH2:31][N:30]([CH3:33])[CH2:29][CH2:28]4)=[CH:23][CH:22]=3)[N:18]=[CH:19][C:14]=2[CH:13]=1)[C:5]([NH:7][NH2:8])=[O:6].F[C:40](F)(F)C(O)=O.